From a dataset of Forward reaction prediction with 1.9M reactions from USPTO patents (1976-2016). Predict the product of the given reaction. (1) Given the reactants [F:1][C:2]([F:16])([F:15])[C:3]1[CH:4]=[C:5]2[C:10](=[CH:11][CH:12]=1)[N:9]=[C:8]([CH:13]=O)[CH:7]=[CH:6]2.[C:17]([C:20]1[CH:28]=[CH:27][C:23]([C:24]([OH:26])=[O:25])=[CH:22][CH:21]=1)(=[O:19])[CH3:18].[OH-].[Na+], predict the reaction product. The product is: [F:1][C:2]([F:16])([F:15])[C:3]1[CH:4]=[C:5]2[C:10](=[CH:11][CH:12]=1)[N:9]=[C:8]([CH:13]=[CH:18][C:17]([C:20]1[CH:28]=[CH:27][C:23]([C:24]([OH:26])=[O:25])=[CH:22][CH:21]=1)=[O:19])[CH:7]=[CH:6]2. (2) Given the reactants [N+:1]([C:4]1[CH:9]=[CH:8][C:7]([CH2:10][C:11]([O:13][CH2:14][CH3:15])=[O:12])=[CH:6][CH:5]=1)([O-:3])=[O:2].[H-].[Na+].Br[CH2:19][CH2:20][CH3:21].[Cl-].[NH4+], predict the reaction product. The product is: [N+:1]([C:4]1[CH:5]=[CH:6][C:7]([CH:10]([CH2:19][CH2:20][CH3:21])[C:11]([O:13][CH2:14][CH3:15])=[O:12])=[CH:8][CH:9]=1)([O-:3])=[O:2].